Dataset: Full USPTO retrosynthesis dataset with 1.9M reactions from patents (1976-2016). Task: Predict the reactants needed to synthesize the given product. Given the product [Cl:1][C:2]1[CH:3]=[N:4][C:5]2[N:6]([N:8]=[C:9]([C:11]([N:22]3[CH2:21][CH2:20][N:19]4[C:15]([CH3:14])=[N:16][N:17]=[C:18]4[CH:23]3[CH3:24])=[O:13])[CH:10]=2)[CH:7]=1, predict the reactants needed to synthesize it. The reactants are: [Cl:1][C:2]1[CH:3]=[N:4][C:5]2[N:6]([N:8]=[C:9]([C:11]([OH:13])=O)[CH:10]=2)[CH:7]=1.[CH3:14][C:15]1[N:19]2[CH2:20][CH2:21][NH:22][CH:23]([CH3:24])[C:18]2=[N:17][N:16]=1.